From a dataset of Catalyst prediction with 721,799 reactions and 888 catalyst types from USPTO. Predict which catalyst facilitates the given reaction. (1) Reactant: [Na].C(O[C:5](=[O:11])[C:6]([O:8][CH2:9][CH3:10])=[O:7])C.[CH3:12][C:13]1[CH:14]=[C:15]([CH:18]=[CH:19][C:20]=1[N+:21]([O-:23])=[O:22])[C:16]#[N:17].Cl. Product: [CH2:9]([O:8][C:6](=[O:7])[C:5](=[O:11])[CH2:12][C:13]1[CH:14]=[C:15]([C:16]#[N:17])[CH:18]=[CH:19][C:20]=1[N+:21]([O-:23])=[O:22])[CH3:10]. The catalyst class is: 14. (2) Reactant: [CH3:1][C:2]1[C:7]([N+:8]([O-])=O)=[CH:6][CH:5]=[CH:4][C:3]=1[O:11][CH3:12]. Product: [CH3:1][C:2]1[C:3]([O:11][CH3:12])=[CH:4][CH:5]=[CH:6][C:7]=1[NH2:8]. The catalyst class is: 19. (3) Reactant: [F:1][C:2]([F:6])([F:5])[CH2:3][SH:4].[H-].[Na+].CS(O[CH2:14][CH:15]1[CH2:20][CH2:19][N:18]([C:21]([O:23][C:24]([CH3:27])([CH3:26])[CH3:25])=[O:22])[CH2:17][CH2:16]1)(=O)=O. Product: [F:1][C:2]([F:6])([F:5])[CH2:3][S:4][CH2:14][CH:15]1[CH2:20][CH2:19][N:18]([C:21]([O:23][C:24]([CH3:25])([CH3:27])[CH3:26])=[O:22])[CH2:17][CH2:16]1. The catalyst class is: 18. (4) Reactant: [N+:1]([C:4]1[CH:5]=[C:6]2[C:10](=[CH:11][CH:12]=1)[NH:9][CH2:8][CH2:7]2)([O-:3])=[O:2].[C:13](Cl)(=[O:15])[CH3:14]. Product: [N+:1]([C:4]1[CH:5]=[C:6]2[C:10](=[CH:11][CH:12]=1)[N:9]([C:13](=[O:15])[CH3:14])[CH2:8][CH2:7]2)([O-:3])=[O:2]. The catalyst class is: 2. (5) Reactant: CC(C)([O-])C.[K+].[CH3:7][O:8][C:9]([C:11]1[CH:12]=[N:13][NH:14][CH:15]=1)=[O:10].[C:16](Cl)([C:29]1[CH:34]=[CH:33][CH:32]=[CH:31][CH:30]=1)([C:23]1[CH:28]=[CH:27][CH:26]=[CH:25][CH:24]=1)[C:17]1[CH:22]=[CH:21][CH:20]=[CH:19][CH:18]=1.O.C(OCC)(=O)C. Product: [CH3:7][O:8][C:9]([C:11]1[CH:12]=[N:13][N:14]([C:16]([C:17]2[CH:22]=[CH:21][CH:20]=[CH:19][CH:18]=2)([C:29]2[CH:30]=[CH:31][CH:32]=[CH:33][CH:34]=2)[C:23]2[CH:24]=[CH:25][CH:26]=[CH:27][CH:28]=2)[CH:15]=1)=[O:10]. The catalyst class is: 3. (6) Reactant: Cl.[C:2]1([C@@H:8]2[CH2:10][C@H:9]2[NH2:11])[CH:7]=[CH:6][CH:5]=[CH:4][CH:3]=1.C(=O)([O-])[O-].[K+].[K+].Br[CH2:19][CH:20]1[CH2:25][CH2:24][N:23]([C:26]([O:28][CH2:29][C:30]2[CH:35]=[CH:34][CH:33]=[CH:32][CH:31]=2)=[O:27])[CH2:22][CH2:21]1.O. Product: [C:2]1([C@@H:8]2[CH2:10][C@H:9]2[NH:11][CH2:19][CH:20]2[CH2:25][CH2:24][N:23]([C:26]([O:28][CH2:29][C:30]3[CH:31]=[CH:32][CH:33]=[CH:34][CH:35]=3)=[O:27])[CH2:22][CH2:21]2)[CH:7]=[CH:6][CH:5]=[CH:4][CH:3]=1. The catalyst class is: 42. (7) Reactant: Cl[C:2]([O:4][C:5]1[CH:10]=[CH:9][CH:8]=[CH:7][CH:6]=1)=[O:3].[CH3:11][O:12][C:13]1[CH:19]=[CH:18][C:17]([N:20]2[CH2:25][CH2:24][O:23][CH2:22][CH2:21]2)=[CH:16][C:14]=1[NH2:15].C([O-])(O)=O.[Na+]. Product: [CH3:11][O:12][C:13]1[CH:19]=[CH:18][C:17]([N:20]2[CH2:21][CH2:22][O:23][CH2:24][CH2:25]2)=[CH:16][C:14]=1[NH:15][C:2](=[O:3])[O:4][C:5]1[CH:10]=[CH:9][CH:8]=[CH:7][CH:6]=1. The catalyst class is: 677.